This data is from Forward reaction prediction with 1.9M reactions from USPTO patents (1976-2016). The task is: Predict the product of the given reaction. (1) Given the reactants [CH3:1][C:2]1[CH:7]=[C:6]([C:8]([CH3:11])([CH3:10])[CH3:9])[CH:5]=[CH:4][N:3]=1.[OH:12]O, predict the reaction product. The product is: [C:8]([C:6]1[CH:5]=[CH:4][N+:3]([O-:12])=[C:2]([CH3:1])[CH:7]=1)([CH3:11])([CH3:10])[CH3:9]. (2) Given the reactants [O:1]1[C:10]2[CH:9]=[C:8]([CH2:11][NH:12][C:13]3([C:26]([NH:28][CH3:29])=[O:27])[CH2:18][CH2:17][N:16](C(OC(C)(C)C)=O)[CH2:15][CH2:14]3)[N:7]=[CH:6][C:5]=2[O:4][CH2:3][CH2:2]1.FC(F)(F)C(O)=O, predict the reaction product. The product is: [O:1]1[C:10]2[CH:9]=[C:8]([CH2:11][NH:12][C:13]3([C:26]([NH:28][CH3:29])=[O:27])[CH2:14][CH2:15][NH:16][CH2:17][CH2:18]3)[N:7]=[CH:6][C:5]=2[O:4][CH2:3][CH2:2]1. (3) Given the reactants [F:1][C:2]([F:7])([F:6])[C:3]([OH:5])=[O:4].[F:8][C:9]1([F:35])[CH2:14][N:13]([C:15]([C:17]2[S:18][C:19]([CH3:22])=[CH:20][CH:21]=2)=[O:16])[CH2:12][C:11]2([CH2:27][CH2:26][N:25](C(OC(C)(C)C)=O)[CH2:24][CH2:23]2)[O:10]1.C1(C)C=CC=CC=1, predict the reaction product. The product is: [F:1][C:2]([F:7])([F:6])[C:3]([OH:5])=[O:4].[F:35][C:9]1([F:8])[CH2:14][N:13]([C:15]([C:17]2[S:18][C:19]([CH3:22])=[CH:20][CH:21]=2)=[O:16])[CH2:12][C:11]2([CH2:23][CH2:24][NH:25][CH2:26][CH2:27]2)[O:10]1. (4) Given the reactants [OH:1][C:2]1([CH2:19][N:20]2[C:25](=[O:26])[C:24]3[CH:27]=[N:28][N:29]([C:30]4[CH:35]=[CH:34][CH:33]=[CH:32][CH:31]=4)[C:23]=3[N:22]=[CH:21]2)[CH2:7][CH2:6][N:5]([C:8](=[O:18])[C:9]2[CH:14]=[CH:13][CH:12]=[CH:11][C:10]=2[N+:15]([O-])=O)[CH2:4][CH2:3]1.FC(F)(F)C(O)=O.OC1(CN2C(=O)C3C=NN(C4C=CC=CC=4)C=3N=C2)CCNCC1.[N+](C1C=CC=CC=1C(O)=O)([O-])=O.[H][H], predict the reaction product. The product is: [NH2:15][C:10]1[CH:11]=[CH:12][CH:13]=[CH:14][C:9]=1[C:8]([N:5]1[CH2:4][CH2:3][C:2]([CH2:19][N:20]2[C:25](=[O:26])[C:24]3[CH:27]=[N:28][N:29]([C:30]4[CH:31]=[CH:32][CH:33]=[CH:34][CH:35]=4)[C:23]=3[N:22]=[CH:21]2)([OH:1])[CH2:7][CH2:6]1)=[O:18]. (5) Given the reactants [C:1]([O:4][C@H:5]1[C@@H:11]([O:12][C:13](=[O:15])[CH3:14])[C@H:10]([O:16][CH2:17][C:18]2[CH:23]=[CH:22][CH:21]=[CH:20][CH:19]=2)[C@@H:9]([CH2:24][O:25][C:26](=[O:28])[CH3:27])[O:8][CH:6]1[OH:7])(=[O:3])[CH3:2].CCN(CC)CC.[P:36](Cl)([O:45][C:46]1[CH:51]=[CH:50][CH:49]=[CH:48][CH:47]=1)([O:38][C:39]1[CH:44]=[CH:43][CH:42]=[CH:41][CH:40]=1)=[O:37].C([O-])(O)=O.[Na+], predict the reaction product. The product is: [P:36]([O:38][C:39]1[CH:40]=[CH:41][CH:42]=[CH:43][CH:44]=1)([O:45][C:46]1[CH:47]=[CH:48][CH:49]=[CH:50][CH:51]=1)([O:7][C@H:6]1[O:8][C@H:9]([CH2:24][O:25][C:26](=[O:28])[CH3:27])[C@@H:10]([O:16][CH2:17][C:18]2[CH:19]=[CH:20][CH:21]=[CH:22][CH:23]=2)[C@H:11]([O:12][C:13](=[O:15])[CH3:14])[C@@H:5]1[O:4][C:1](=[O:3])[CH3:2])=[O:37]. (6) Given the reactants [CH:1]([C:4]1[C:8]([CH:9]=O)=[CH:7][N:6]([C:11]2[CH:16]=[CH:15][N:14]=[C:13]([NH:17][C:18]3[CH:23]=[C:22]([N+:24]([O-])=O)[C:21]([N:27]4[CH2:32][CH2:31][O:30][CH2:29][CH2:28]4)=[CH:20][C:19]=3[O:33][CH3:34])[N:12]=2)[N:5]=1)([CH3:3])[CH3:2].Cl.[NH:36]1[CH2:39][CH2:38][CH2:37]1, predict the reaction product. The product is: [N:36]1([CH2:9][C:8]2[C:4]([CH:1]([CH3:2])[CH3:3])=[N:5][N:6]([C:11]3[CH:16]=[CH:15][N:14]=[C:13]([NH:17][C:18]4[C:19]([O:33][CH3:34])=[CH:20][C:21]([N:27]5[CH2:28][CH2:29][O:30][CH2:31][CH2:32]5)=[C:22]([NH:24][C:19](=[O:33])[CH:18]=[CH2:23])[CH:23]=4)[N:12]=3)[CH:7]=2)[CH2:39][CH2:38][CH2:37]1. (7) The product is: [Cl:22][C:23]1[CH:28]=[C:27]([C:2]2[CH:7]=[CH:6][C:5]([F:8])=[CH:4][C:3]=2[NH:9][C:10](=[O:21])[O:11][CH:12]2[CH2:18][CH:17]3[N:19]([CH3:20])[CH:14]([CH2:15][CH2:16]3)[CH2:13]2)[CH:26]=[CH:25][CH:24]=1. Given the reactants Br[C:2]1[CH:7]=[CH:6][C:5]([F:8])=[CH:4][C:3]=1[NH:9][C:10](=[O:21])[O:11][CH:12]1[CH2:18][CH:17]2[N:19]([CH3:20])[CH:14]([CH2:15][CH2:16]2)[CH2:13]1.[Cl:22][C:23]1[CH:24]=[C:25](B(O)O)[CH:26]=[CH:27][CH:28]=1.C([O-])([O-])=O.[K+].[K+].CCN(C(N1N=NN(C2C(Cl)=CC=CC=2)C1=O)=O)C1CCCCC1, predict the reaction product. (8) The product is: [F:32][C:10]1[CH:11]=[C:12]([C:15]2[N:19]3[N:20]=[C:21]([NH:24][C@H:25]4[CH2:26][CH2:27][C@H:28]([OH:31])[CH2:29][CH2:30]4)[CH:22]=[CH:23][C:18]3=[N:17][CH:16]=2)[CH:13]=[CH:14][C:9]=1[OH:8]. Given the reactants C([O:8][C:9]1[CH:14]=[CH:13][C:12]([C:15]2[N:19]3[N:20]=[C:21]([NH:24][C@H:25]4[CH2:30][CH2:29][C@H:28]([OH:31])[CH2:27][CH2:26]4)[CH:22]=[CH:23][C:18]3=[N:17][CH:16]=2)=[CH:11][C:10]=1[F:32])C1C=CC=CC=1.C1CCCCC=1, predict the reaction product. (9) Given the reactants [C:1]([C:4]1[N:9]=[C:8]([C:10]([O:12][CH3:13])=[O:11])[C:7]([NH:14][C:15]2[CH:20]=[CH:19][CH:18]=[CH:17][C:16]=2[F:21])=[C:6]([F:22])[C:5]=1Cl)(=[O:3])[CH3:2].[N-:24]=[N+]=[N-].[Na+], predict the reaction product. The product is: [F:22][C:6]1[C:5]2[C:4](=[C:1]([CH3:2])[O:3][N:24]=2)[N:9]=[C:8]([C:10]([O:12][CH3:13])=[O:11])[C:7]=1[NH:14][C:15]1[CH:20]=[CH:19][CH:18]=[CH:17][C:16]=1[F:21].